From a dataset of Full USPTO retrosynthesis dataset with 1.9M reactions from patents (1976-2016). Predict the reactants needed to synthesize the given product. Given the product [C:10]([P:14]([C:15]([CH3:18])([CH3:17])[CH3:16])[CH2:1][C:2]1[CH:7]=[CH:6][CH:5]=[CH:4][CH:3]=1)([CH3:13])([CH3:12])[CH3:11], predict the reactants needed to synthesize it. The reactants are: [CH2:1](Cl)[C:2]1[CH:7]=[CH:6][CH:5]=[CH:4][CH:3]=1.[Mg].[C:10]([P:14](Cl)[C:15]([CH3:18])([CH3:17])[CH3:16])([CH3:13])([CH3:12])[CH3:11].S(=O)(=O)(O)O.